This data is from Full USPTO retrosynthesis dataset with 1.9M reactions from patents (1976-2016). The task is: Predict the reactants needed to synthesize the given product. (1) Given the product [Br:1][C:2]1[CH:9]=[CH:8][C:5]([C:6]([NH2:7])=[O:12])=[C:4]([F:10])[CH:3]=1, predict the reactants needed to synthesize it. The reactants are: [Br:1][C:2]1[CH:9]=[CH:8][C:5]([C:6]#[N:7])=[C:4]([F:10])[CH:3]=1.C(O)(C(F)(F)F)=[O:12].S(=O)(=O)(O)O. (2) Given the product [OH:1][C@@H:2]([CH2:16][CH3:17])[CH2:3][O:4][C:5]1[CH:6]=[C:7]2[C:12](=[CH:13][CH:14]=1)[C:11](=[O:15])[N:34]([C:22]1[CH:23]=[CH:24][C:25]([N:26]3[CH2:32][CH2:31][CH2:30][N:29]([CH3:33])[CH2:28][CH2:27]3)=[C:20]([O:19][CH3:18])[CH:21]=1)[CH:9]=[CH:8]2, predict the reactants needed to synthesize it. The reactants are: [OH:1][C@@H:2]([CH2:16][CH3:17])[CH2:3][O:4][C:5]1[CH:6]=[C:7]2[C:12](=[CH:13][CH:14]=1)[C:11](=[O:15])O[CH:9]=[CH:8]2.[CH3:18][O:19][C:20]1[CH:21]=[C:22]([NH2:34])[CH:23]=[CH:24][C:25]=1[N:26]1[CH2:32][CH2:31][CH2:30][N:29]([CH3:33])[CH2:28][CH2:27]1. (3) Given the product [OH:2][C:3]1[CH:4]=[CH:5][C:6]([C@:9]2([CH3:28])[C:13](=[O:14])[N:12]([C:15]3[CH:22]=[CH:21][C:18]([C:19]#[N:20])=[C:17]([C:23]([F:26])([F:25])[F:24])[CH:16]=3)[C:11](=[O:27])[NH:10]2)=[CH:7][CH:8]=1, predict the reactants needed to synthesize it. The reactants are: C[O:2][C:3]1[CH:8]=[CH:7][C:6]([C@:9]2([CH3:28])[C:13](=[O:14])[N:12]([C:15]3[CH:22]=[CH:21][C:18]([C:19]#[N:20])=[C:17]([C:23]([F:26])([F:25])[F:24])[CH:16]=3)[C:11](=[O:27])[NH:10]2)=[CH:5][CH:4]=1.C(=O)(O)[O-].[Na+]. (4) Given the product [Br:24][CH:17]1[C:16]2[C:20](=[CH:21][CH:22]=[C:14]([Br:13])[CH:15]=2)[C:19](=[O:23])[O:18]1, predict the reactants needed to synthesize it. The reactants are: N(/C(C)(C)C#N)=N\C(C)(C)C#N.[Br:13][C:14]1[CH:15]=[C:16]2[C:20](=[CH:21][CH:22]=1)[C:19](=[O:23])[O:18][CH2:17]2.[Br:24]N1C(=O)CCC1=O. (5) Given the product [Cl:1][C:2]1[CH:7]=[C:6]([Cl:8])[CH:5]=[CH:4][C:3]=1[C@@:9]1([CH2:32][N:33]2[CH:37]=[CH:36][N:35]=[CH:34]2)[O:13][C@H:12]([CH2:14][O:15][C:16]2[CH:21]=[CH:20][C:19]([N:22]3[CH2:27][CH2:26][N:25]([S:28]([CH:31]4[CH2:42][CH2:43][O:38][CH2:39][CH2:40]4)(=[O:30])=[O:29])[CH2:24][CH2:23]3)=[CH:18][CH:17]=2)[CH2:11][O:10]1, predict the reactants needed to synthesize it. The reactants are: [Cl:1][C:2]1[CH:7]=[C:6]([Cl:8])[CH:5]=[CH:4][C:3]=1[C@@:9]1([CH2:32][N:33]2[CH:37]=[CH:36][N:35]=[CH:34]2)[O:13][C@H:12]([CH2:14][O:15][C:16]2[CH:21]=[CH:20][C:19]([N:22]3[CH2:27][CH2:26][N:25]([S:28]([CH3:31])(=[O:30])=[O:29])[CH2:24][CH2:23]3)=[CH:18][CH:17]=2)[CH2:11][O:10]1.[O:38]1[CH2:43][CH2:42]C(S(Cl)(=O)=O)[CH2:40][CH2:39]1.CS(Cl)(=O)=O. (6) Given the product [ClH:1].[C:2]1([C@H:8]2[CH2:10][C@@H:9]2[NH:11][CH:12]2[CH2:17][CH2:16][NH:15][CH2:14][CH2:13]2)[CH:3]=[CH:4][CH:5]=[CH:6][CH:7]=1, predict the reactants needed to synthesize it. The reactants are: [ClH:1].[C:2]1([C@H:8]2[CH2:10][C@@H:9]2[NH:11][CH:12]2[CH2:17][CH2:16][N:15](C(OC(C)(C)C)=O)[CH2:14][CH2:13]2)[CH:7]=[CH:6][CH:5]=[CH:4][CH:3]=1. (7) The reactants are: C(=O)([O-])[O-].[K+].[K+].[Br:7][C:8]1[CH:9]=[CH:10][C:11](F)=[C:12]([CH:15]=1)[C:13]#[N:14].[CH3:17][C:18]1[N:19]=[CH:20][NH:21][CH:22]=1. Given the product [Br:7][C:8]1[CH:9]=[CH:10][C:11]([N:19]2[C:18]([CH3:17])=[CH:22][N:21]=[CH:20]2)=[C:12]([CH:15]=1)[C:13]#[N:14], predict the reactants needed to synthesize it. (8) Given the product [F:24][C:5]1[CH:4]=[C:3]([I:27])[CH:8]=[CH:7][C:6]=1[NH:9][C:10]1[C:14]2[CH:15]=[N:16][CH:17]=[CH:18][C:13]=2[O:12][C:11]=1[C:19]([O:21][CH2:22][CH3:23])=[O:20], predict the reactants needed to synthesize it. The reactants are: C[Si](C)(C)[C:3]1[CH:8]=[CH:7][C:6]([NH:9][C:10]2[C:14]3[CH:15]=[N:16][CH:17]=[CH:18][C:13]=3[O:12][C:11]=2[C:19]([O:21][CH2:22][CH3:23])=[O:20])=[C:5]([F:24])[CH:4]=1.[I:27]Cl. (9) Given the product [Cl:1][C:2]1[CH:3]=[C:4]([O:15][CH2:16][C:17]2[C:18]([F:24])=[CH:19][CH:20]=[CH:21][C:22]=2[F:23])[C:5]2[N:6]([C:8]([C:12]([NH:56][CH2:57][CH:58]([NH:62][C:63](=[O:69])[O:64][C:65]([CH3:67])([CH3:66])[CH3:68])[CH:59]([CH3:61])[CH3:60])=[O:13])=[C:9]([CH3:11])[N:10]=2)[CH:7]=1, predict the reactants needed to synthesize it. The reactants are: [Cl:1][C:2]1[CH:3]=[C:4]([O:15][CH2:16][C:17]2[C:22]([F:23])=[CH:21][CH:20]=[CH:19][C:18]=2[F:24])[C:5]2[N:6]([C:8]([C:12](O)=[O:13])=[C:9]([CH3:11])[N:10]=2)[CH:7]=1.CN(C(ON1N=NC2C=CC=NC1=2)=[N+](C)C)C.F[P-](F)(F)(F)(F)F.CN1CCOCC1.[NH2:56][CH2:57][CH:58]([NH:62][C:63](=[O:69])[O:64][C:65]([CH3:68])([CH3:67])[CH3:66])[CH:59]([CH3:61])[CH3:60].O.C(O)(C(F)(F)F)=O. (10) Given the product [Br:13][C:14]1[CH:15]=[C:16]([C:17]([N:4]2[CH2:3][C:2]([CH3:12])([CH3:1])[O:7][C:6]3[CH:8]=[CH:9][N:10]=[CH:11][C:5]2=3)=[O:18])[CH:20]=[C:21]([Br:25])[C:22]=1[O:23][CH3:24], predict the reactants needed to synthesize it. The reactants are: [CH3:1][C:2]1([CH3:12])[O:7][C:6]2[CH:8]=[CH:9][N:10]=[CH:11][C:5]=2[NH:4][CH2:3]1.[Br:13][C:14]1[CH:15]=[C:16]([CH:20]=[C:21]([Br:25])[C:22]=1[O:23][CH3:24])[C:17](Cl)=[O:18].